Dataset: Full USPTO retrosynthesis dataset with 1.9M reactions from patents (1976-2016). Task: Predict the reactants needed to synthesize the given product. Given the product [C:14]([N:1]1[CH:5]=[CH:4][N:3]=[CH:2]1)([C:8]1[CH:13]=[CH:12][CH:11]=[CH:10][CH:9]=1)([C:21]1[CH:22]=[CH:23][CH:24]=[CH:25][CH:26]=1)[C:15]1[CH:16]=[CH:17][CH:18]=[CH:19][CH:20]=1, predict the reactants needed to synthesize it. The reactants are: [NH:1]1[CH:5]=[CH:4][N:3]=[CH:2]1.[H-].[Na+].[C:8]1([C:14](Cl)([C:21]2[CH:26]=[CH:25][CH:24]=[CH:23][CH:22]=2)[C:15]2[CH:20]=[CH:19][CH:18]=[CH:17][CH:16]=2)[CH:13]=[CH:12][CH:11]=[CH:10][CH:9]=1.